This data is from Forward reaction prediction with 1.9M reactions from USPTO patents (1976-2016). The task is: Predict the product of the given reaction. (1) Given the reactants [CH2:1]([O:3][C:4](=[O:28])[CH2:5][C:6]1[CH:7]=[C:8]([C:14]2[CH:19]=[CH:18][C:17]([C:20]([F:23])([F:22])[F:21])=[CH:16][C:15]=2[CH2:24][NH:25][CH2:26][CH3:27])[C:9]([O:12][CH3:13])=[CH:10][CH:11]=1)[CH3:2].[CH3:29][C:30]([CH3:35])([CH3:34])[C:31](Cl)=[O:32], predict the reaction product. The product is: [CH2:1]([O:3][C:4](=[O:28])[CH2:5][C:6]1[CH:7]=[C:8]([C:14]2[CH:19]=[CH:18][C:17]([C:20]([F:23])([F:21])[F:22])=[CH:16][C:15]=2[CH2:24][N:25]([C:31](=[O:32])[C:30]([CH3:35])([CH3:34])[CH3:29])[CH2:26][CH3:27])[C:9]([O:12][CH3:13])=[CH:10][CH:11]=1)[CH3:2]. (2) The product is: [Cl:1][C:2]1[C:3]([C:4]([N:22]2[CH2:21][CH2:20][C:19]([C:18]3[CH:15]=[CH:14][C:27]([C:28]#[N:29])=[CH:26][CH:17]=3)([OH:25])[CH2:24][CH2:23]2)=[O:6])=[CH:7][CH:8]=[CH:9][N:10]=1. Given the reactants [Cl:1][C:2]1[N:10]=[CH:9][CH:8]=[CH:7][C:3]=1[C:4]([OH:6])=O.Cl.C([C:14]1[CH:27]=[CH:26][C:17]([CH2:18][C:19]2([OH:25])[CH2:24][CH2:23][NH:22][CH2:21][CH2:20]2)=C[CH:15]=1)#N.[CH3:28][N:29](C(ON1N=NC2C=CC=NC1=2)=[N+](C)C)C.F[P-](F)(F)(F)(F)F.C(N(CC)CC)C, predict the reaction product. (3) Given the reactants C([O:4][C@H:5]([CH2:11][C:12]1[CH:17]=[CH:16][CH:15]=[CH:14][C:13]=1[OH:18])[C:6]([O:8][CH2:9][CH3:10])=[O:7])(=O)C.[O-]CC.[Na+], predict the reaction product. The product is: [OH:4][C@H:5]([CH2:11][C:12]1[CH:17]=[CH:16][CH:15]=[CH:14][C:13]=1[OH:18])[C:6]([O:8][CH2:9][CH3:10])=[O:7]. (4) Given the reactants [F:1][C:2]1[C:7]2[C:8]([C:18](=[O:21])[NH:19][CH3:20])=[C:9]([C:11]3[CH:16]=[CH:15][C:14]([F:17])=[CH:13][CH:12]=3)[O:10][C:6]=2[CH:5]=[CH:4][C:3]=1[C:22]1[CH:23]=[C:24]([CH:28]=[CH:29][C:30]=1[CH3:31])[C:25]([OH:27])=O.Cl.[N:33]1[CH:38]=[CH:37][C:36]([C:39]2([NH2:42])[CH2:41][CH2:40]2)=[CH:35][N:34]=1.CN([P+](ON1N=NC2C=CC=CC1=2)(N(C)C)N(C)C)C.F[P-](F)(F)(F)(F)F, predict the reaction product. The product is: [F:1][C:2]1[C:7]2[C:8]([C:18]([NH:19][CH3:20])=[O:21])=[C:9]([C:11]3[CH:12]=[CH:13][C:14]([F:17])=[CH:15][CH:16]=3)[O:10][C:6]=2[CH:5]=[CH:4][C:3]=1[C:22]1[CH:23]=[C:24]([C:25](=[O:27])[NH:42][C:39]2([C:36]3[CH:37]=[CH:38][N:33]=[N:34][CH:35]=3)[CH2:41][CH2:40]2)[CH:28]=[CH:29][C:30]=1[CH3:31]. (5) Given the reactants [CH3:1][O:2][C:3]([C:5]1[CH:6]=[C:7]2[CH:13]=[C:12]([C:14](=[O:19])[CH2:15][CH:16]([CH3:18])[CH3:17])[N:11]([S:20]([C:23]3[CH:28]=[CH:27][CH:26]=[CH:25][CH:24]=3)(=[O:22])=[O:21])[C:8]2=[N:9][CH:10]=1)=[O:4].C[Si]([N-][Si](C)(C)C)(C)C.[Li+].[C:39]1([CH3:59])[CH:44]=[CH:43][C:42]([S:45](O[S:45]([C:42]2[CH:43]=[CH:44][C:39]([CH3:59])=[CH:40][CH:41]=2)(=[O:47])=[O:46])(=[O:47])=[O:46])=[CH:41][CH:40]=1, predict the reaction product. The product is: [CH3:1][O:2][C:3]([C:5]1[CH:6]=[C:7]2[CH:13]=[C:12]([C:14]([O:19][S:45]([C:42]3[CH:43]=[CH:44][C:39]([CH3:59])=[CH:40][CH:41]=3)(=[O:47])=[O:46])=[CH:15][CH:16]([CH3:18])[CH3:17])[N:11]([S:20]([C:23]3[CH:24]=[CH:25][CH:26]=[CH:27][CH:28]=3)(=[O:21])=[O:22])[C:8]2=[N:9][CH:10]=1)=[O:4]. (6) Given the reactants [Cl:1][C:2]1[CH:3]=[C:4]([CH:8]=[C:9]([C:11]2[NH:12][CH:13]=[CH:14][N:15]=2)[CH:10]=1)[C:5]([OH:7])=O.Cl.[NH2:17][CH2:18][C:19]1[CH:29]=[CH:28][C:27]([C:30]#[N:31])=[CH:26][C:20]=1[O:21][CH2:22][C:23]([NH2:25])=[O:24], predict the reaction product. The product is: [C:23]([CH2:22][O:21][C:20]1[CH:26]=[C:27]([C:30]#[N:31])[CH:28]=[CH:29][C:19]=1[CH2:18][NH:17][C:5](=[O:7])[C:4]1[CH:8]=[C:9]([C:11]2[NH:12][CH:13]=[CH:14][N:15]=2)[CH:10]=[C:2]([Cl:1])[CH:3]=1)(=[O:24])[NH2:25].